The task is: Predict the reactants needed to synthesize the given product.. This data is from Full USPTO retrosynthesis dataset with 1.9M reactions from patents (1976-2016). (1) Given the product [CH2:1]([NH:3][C:4](=[O:5])[NH:6][C:7]1[CH:17]=[C:16]([NH:18][C:19]2[CH:20]=[C:21]([CH3:25])[CH:22]=[CH:23][CH:24]=2)[C:10]([C:11]([O:13][CH2:14][CH3:15])=[O:12])=[CH:9][N:8]=1)[CH3:2], predict the reactants needed to synthesize it. The reactants are: [CH2:1]([N:3]=[C:4]=[O:5])[CH3:2].[NH2:6][C:7]1[CH:17]=[C:16]([NH:18][C:19]2[CH:20]=[C:21]([CH3:25])[CH:22]=[CH:23][CH:24]=2)[C:10]([C:11]([O:13][CH2:14][CH3:15])=[O:12])=[CH:9][N:8]=1. (2) Given the product [CH2:1]([O:4][N:5]([C@@H:18]1[C:19]([C:34]([N:35]([CH3:37])[CH3:36])=[O:38])=[CH:20][C@@H:21]([CH2:31][O:32][CH3:33])[NH:22][CH2:23]1)[S:6]([C:9]1[CH:14]=[CH:13][CH:12]=[CH:11][C:10]=1[N+:15]([O-:17])=[O:16])(=[O:8])=[O:7])[CH:2]=[CH2:3], predict the reactants needed to synthesize it. The reactants are: [CH2:1]([O:4][N:5]([C@H:18]1[CH2:23][N:22](C(OC(C)(C)C)=O)[C@H:21]([CH2:31][O:32][CH3:33])[CH:20]=[C:19]1[C:34](=[O:38])[N:35]([CH3:37])[CH3:36])[S:6]([C:9]1[CH:14]=[CH:13][CH:12]=[CH:11][C:10]=1[N+:15]([O-:17])=[O:16])(=[O:8])=[O:7])[CH:2]=[CH2:3].FC(F)(F)C(O)=O. (3) The reactants are: [CH3:1][CH:2]1[CH2:7][CH2:6][CH2:5][CH:4]([N:8]2[CH2:12][CH2:11][CH2:10][CH2:9]2)[CH2:3]1.[CH3:13][I:14]. Given the product [I-:14].[CH3:13][N+:8]1([CH:4]2[CH2:5][CH2:6][CH2:7][CH:2]([CH3:1])[CH2:3]2)[CH2:12][CH2:11][CH2:10][CH2:9]1, predict the reactants needed to synthesize it. (4) Given the product [Cl:25][C:20]1[CH:19]=[C:18]([CH:11]2[C:10]3[C:15](=[CH:16][C:7]([C:31]4[CH:32]=[CH:33][CH:34]=[CH:35][C:30]=4[C:28]#[N:29])=[CH:8][CH:9]=3)[CH2:14][N:13]([CH3:17])[CH2:12]2)[CH:23]=[CH:22][C:21]=1[Cl:24], predict the reactants needed to synthesize it. The reactants are: FC(F)(F)S(O[C:7]1[CH:16]=[C:15]2[C:10]([CH:11]([C:18]3[CH:23]=[CH:22][C:21]([Cl:24])=[C:20]([Cl:25])[CH:19]=3)[CH2:12][N:13]([CH3:17])[CH2:14]2)=[CH:9][CH:8]=1)(=O)=O.[C:28]([C:30]1[CH:35]=[CH:34][CH:33]=[CH:32][C:31]=1B(O)O)#[N:29].C(=O)([O-])[O-].[Cs+].[Cs+].